This data is from Peptide-MHC class I binding affinity with 185,985 pairs from IEDB/IMGT. The task is: Regression. Given a peptide amino acid sequence and an MHC pseudo amino acid sequence, predict their binding affinity value. This is MHC class I binding data. (1) The peptide sequence is ILFIMFMLI. The MHC is HLA-A68:02 with pseudo-sequence HLA-A68:02. The binding affinity (normalized) is 0.612. (2) The peptide sequence is NGYRWQHQI. The MHC is HLA-B27:05 with pseudo-sequence HLA-B27:05. The binding affinity (normalized) is 0.0847.